From a dataset of Forward reaction prediction with 1.9M reactions from USPTO patents (1976-2016). Predict the product of the given reaction. (1) Given the reactants [CH3:1][Mg]Cl.[Br:4][C:5]1[CH:14]=[CH:13][CH:12]=[C:11]2[C:6]=1[CH2:7][C@H:8]([CH2:15][O:16][Si:17]([C:20]([CH3:23])([CH3:22])[CH3:21])([CH3:19])[CH3:18])[N:9]=[CH:10]2, predict the reaction product. The product is: [Br:4][C:5]1[CH:14]=[CH:13][CH:12]=[C:11]2[C:6]=1[CH2:7][C@H:8]([CH2:15][O:16][Si:17]([C:20]([CH3:23])([CH3:22])[CH3:21])([CH3:18])[CH3:19])[NH:9][C@H:10]2[CH3:1]. (2) Given the reactants CC1(C)C(C)(C)OB([C:9]2[CH:21]=[CH:20][C:12]([C:13]([O:15][C:16]([CH3:19])([CH3:18])[CH3:17])=[O:14])=[CH:11][CH:10]=2)O1.Br[C:24]1[O:25][C:26]2[CH:32]=[CH:31][CH:30]=[CH:29][C:27]=2[CH:28]=1.O1CCOCC1.C(=O)([O-])[O-].[Na+].[Na+], predict the reaction product. The product is: [O:25]1[C:26]2[CH:32]=[CH:31][CH:30]=[CH:29][C:27]=2[CH:28]=[C:24]1[C:9]1[CH:10]=[CH:11][C:12]([C:13]([O:15][C:16]([CH3:17])([CH3:18])[CH3:19])=[O:14])=[CH:20][CH:21]=1. (3) Given the reactants [Cl:1][C:2]1[CH:3]=[CH:4][C:5]([C:28]([F:31])([F:30])[F:29])=[C:6]([CH:27]=1)[CH2:7][N:8]1[CH2:13][CH2:12][NH:11][C:10]2[N:14]=[CH:15][C:16]([C:18]3[CH:26]=[CH:25][C:21]([C:22]([OH:24])=O)=[CH:20][CH:19]=3)=[CH:17][C:9]1=2.[Cl:32][C:33]1[CH:34]=[C:35]([N:39]2[CH2:44][CH2:43][NH:42][CH2:41][CH2:40]2)[CH:36]=[CH:37][CH:38]=1, predict the reaction product. The product is: [Cl:32][C:33]1[CH:34]=[C:35]([N:39]2[CH2:44][CH2:43][N:42]([C:22]([C:21]3[CH:20]=[CH:19][C:18]([C:16]4[CH:15]=[N:14][C:10]5[NH:11][CH2:12][CH2:13][N:8]([CH2:7][C:6]6[CH:27]=[C:2]([Cl:1])[CH:3]=[CH:4][C:5]=6[C:28]([F:30])([F:31])[F:29])[C:9]=5[CH:17]=4)=[CH:26][CH:25]=3)=[O:24])[CH2:41][CH2:40]2)[CH:36]=[CH:37][CH:38]=1. (4) The product is: [Br:30][CH2:2][C:3]1[CH:4]=[C:5]([S:9]([N:12]([CH2:21][O:22][CH2:23][CH2:24][Si:25]([CH3:28])([CH3:27])[CH3:26])[CH2:13][O:14][CH2:15][CH2:16][Si:17]([CH3:20])([CH3:19])[CH3:18])(=[O:11])=[O:10])[CH:6]=[CH:7][CH:8]=1. Given the reactants O[CH2:2][C:3]1[CH:4]=[C:5]([S:9]([N:12]([CH2:21][O:22][CH2:23][CH2:24][Si:25]([CH3:28])([CH3:27])[CH3:26])[CH2:13][O:14][CH2:15][CH2:16][Si:17]([CH3:20])([CH3:19])[CH3:18])(=[O:11])=[O:10])[CH:6]=[CH:7][CH:8]=1.C(Br)(Br)(Br)[Br:30].C1(P(C2C=CC=CC=2)C2C=CC=CC=2)C=CC=CC=1, predict the reaction product.